Dataset: Reaction yield outcomes from USPTO patents with 853,638 reactions. Task: Predict the reaction yield, written as a fraction of the theoretical maximum amount of product (1.0 means a 100% yield; for example, 0.34 means a 34% yield). (1) The reactants are [CH3:1][C@@H:2]([NH:7][CH2:8][C:9]1[CH:16]=[CH:15][C:12]([C:13]#[N:14])=[CH:11][CH:10]=1)[C:3]([F:6])([F:5])[F:4].[BH4-].[Na+]. The catalyst is CO.O.O.O.O.O.O.[Co](Cl)Cl. The product is [CH3:1][C@@H:2]([NH:7][CH2:8][C:9]1[CH:10]=[CH:11][C:12]([CH2:13][NH2:14])=[CH:15][CH:16]=1)[C:3]([F:5])([F:6])[F:4]. The yield is 0.570. (2) The reactants are [NH:1]([C:21]([O:23][CH2:24][CH:25]1[C:37]2[C:32](=[CH:33][CH:34]=[CH:35][CH:36]=2)[C:31]2[C:26]1=[CH:27][CH:28]=[CH:29][CH:30]=2)=[O:22])[C@H:2]([C:7]([O:9]C1C(F)=C(F)C(F)=C(F)C=1F)=[O:8])[C@H:3]([CH2:5][CH3:6])[CH3:4]. The catalyst is C1COCC1. The product is [NH:1]([C:21]([O:23][CH2:24][CH:25]1[C:26]2[C:31](=[CH:30][CH:29]=[CH:28][CH:27]=2)[C:32]2[C:37]1=[CH:36][CH:35]=[CH:34][CH:33]=2)=[O:22])[C@H:2]([C:7]([OH:9])=[O:8])[C@H:3]([CH2:5][CH3:6])[CH3:4]. The yield is 0.370. (3) The reactants are [H-].[Na+].[CH3:3][CH:4]([C:10](=[O:12])[CH3:11])[C:5]([O:7][CH2:8][CH3:9])=[O:6].F[B-](F)(F)F.[CH3:34][O:33][C:28]1[CH:29]=[CH:30][CH:31]=[CH:32][C:27]=1[I+][C:27]1[CH:32]=[CH:31][CH:30]=[CH:29][C:28]=1[O:33][CH3:34]. The catalyst is CN(C=O)C. The product is [CH3:34][O:33][C:28]1[CH:29]=[CH:30][CH:31]=[CH:32][C:27]=1[C:4]([CH3:3])([C:10](=[O:12])[CH3:11])[C:5]([O:7][CH2:8][CH3:9])=[O:6]. The yield is 0.775. (4) The reactants are [C:1]([O:5][C:6]([N:8]1[CH2:14][CH2:13][CH2:12][N:11]([C:15]([C:17]2[CH:18]=[C:19]3[C:23](=[CH:24][CH:25]=2)[N:22]([CH:26]([CH3:28])[CH3:27])[C:21]([C:29]([OH:31])=O)=[CH:20]3)=[O:16])[CH2:10][CH2:9]1)=[O:7])([CH3:4])([CH3:3])[CH3:2].[CH2:32]([O:34][C:35]([N:37]1[CH2:42][CH2:41][NH:40][CH2:39][CH2:38]1)=[O:36])[CH3:33].ON1C2C=CC=CC=2N=N1.Cl.CN(C)CCCN=C=NCC. The catalyst is C(#N)C. The product is [C:1]([O:5][C:6]([N:8]1[CH2:14][CH2:13][CH2:12][N:11]([C:15]([C:17]2[CH:18]=[C:19]3[C:23](=[CH:24][CH:25]=2)[N:22]([CH:26]([CH3:27])[CH3:28])[C:21]([C:29]([N:40]2[CH2:39][CH2:38][N:37]([C:35]([O:34][CH2:32][CH3:33])=[O:36])[CH2:42][CH2:41]2)=[O:31])=[CH:20]3)=[O:16])[CH2:10][CH2:9]1)=[O:7])([CH3:3])([CH3:2])[CH3:4]. The yield is 0.890. (5) The reactants are P(Cl)(Cl)(Cl)(Cl)Cl.[CH3:7][N:8]1[CH2:13]N(C)CN(C)[CH2:9]1.[Cl:16][C:17]1[CH:22]=[CH:21][C:20]([NH:23][C:24]([NH:26][C:27](=[O:36])[C:28]2[C:33]([F:34])=[CH:32][CH:31]=[CH:30][C:29]=2[F:35])=[O:25])=[CH:19][CH:18]=1.C(N(CC)CC)C.[OH-].[Na+]. The catalyst is ClCCl. The product is [Cl:16][C:17]1[CH:22]=[CH:21][C:20]([N:23]2[CH2:9][N:8]([CH3:13])[CH2:7][N:26]([C:27](=[O:36])[C:28]3[C:33]([F:34])=[CH:32][CH:31]=[CH:30][C:29]=3[F:35])[C:24]2=[O:25])=[CH:19][CH:18]=1. The yield is 0.190.